From a dataset of Full USPTO retrosynthesis dataset with 1.9M reactions from patents (1976-2016). Predict the reactants needed to synthesize the given product. Given the product [F:3][C:4]1[C:5]([I:24])=[CH:6][C:7](=[O:23])[N:8]([CH2:10][CH2:11][C@@:12]([CH3:22])([S:18]([CH3:21])(=[O:20])=[O:19])[C:13]([OH:15])=[O:14])[CH:9]=1, predict the reactants needed to synthesize it. The reactants are: [OH-].[K+].[F:3][C:4]1[C:5]([I:24])=[CH:6][C:7](=[O:23])[N:8]([CH2:10][CH2:11][C@@:12]([CH3:22])([S:18]([CH3:21])(=[O:20])=[O:19])[C:13]([O:15]CC)=[O:14])[CH:9]=1.